From a dataset of Forward reaction prediction with 1.9M reactions from USPTO patents (1976-2016). Predict the product of the given reaction. (1) Given the reactants [BH4-].[Na+].[N:3]1[C:12]2[C:7](=[CH:8][C:9]([CH2:13][N:14]3[C:18]4=[N:19][C:20]([C:23]5[CH:24]=[C:25]([CH:28]=[CH:29][CH:30]=5)[CH:26]=[O:27])=[CH:21][CH:22]=[C:17]4[N:16]=[N:15]3)=[CH:10][CH:11]=2)[CH:6]=[CH:5][CH:4]=1, predict the reaction product. The product is: [N:3]1[C:12]2[C:7](=[CH:8][C:9]([CH2:13][N:14]3[C:18]4=[N:19][C:20]([C:23]5[CH:24]=[C:25]([CH2:26][OH:27])[CH:28]=[CH:29][CH:30]=5)=[CH:21][CH:22]=[C:17]4[N:16]=[N:15]3)=[CH:10][CH:11]=2)[CH:6]=[CH:5][CH:4]=1. (2) Given the reactants [I:1][C:2]1[N:3]=[CH:4][N:5]([CH2:8][C:9]2[CH:18]=[CH:17][C:16]3[C:11](=[CH:12][CH:13]=[CH:14][CH:15]=3)[CH:10]=2)[C:6]=1[I:7].I[CH3:20], predict the reaction product. The product is: [I-:1].[I:7][C:6]1[N:5]([CH2:8][C:9]2[CH:18]=[CH:17][C:16]3[C:11](=[CH:12][CH:13]=[CH:14][CH:15]=3)[CH:10]=2)[CH2:4][NH+:3]([CH3:20])[C:2]=1[I:1]. (3) Given the reactants [C:1](OC)(=O)[C:2]([CH3:4])=O.[CH3:8][O:9][C:10](=[O:24])[C@H:11]([CH3:23])[NH:12][C:13]1[CH:18]=[CH:17][C:16]2[O:19][CH2:20][CH2:21][O:22][C:15]=2[CH:14]=1, predict the reaction product. The product is: [CH2:8]([O:9][C:10](=[O:24])[C@H:11]([CH3:23])[NH:12][C:13]1[CH:18]=[CH:17][C:16]2[O:19][CH2:20][CH2:21][O:22][C:15]=2[CH:14]=1)[CH:2]([CH3:4])[CH3:1]. (4) Given the reactants [C:1]([C:3]1[S:4][C:5]2[C:11]([C:12]#[N:13])=[C:10](/[N:14]=[CH:15]/[N:16](C)C)[CH:9]=[CH:8][C:6]=2[N:7]=1)#[N:2].[Cl:19][C:20]1[CH:26]=[CH:25][C:23](N)=[CH:22][CH:21]=1.[K+].[Br-], predict the reaction product. The product is: [Cl:19][C:20]1[CH:26]=[CH:25][C:23]([NH:13][C:12]2[C:11]3[C:10](=[CH:9][CH:8]=[C:6]4[N:7]=[C:3]([C:1]#[N:2])[S:4][C:5]4=3)[N:14]=[CH:15][N:16]=2)=[CH:22][CH:21]=1. (5) Given the reactants [C:1]1(B(O)O)[CH:6]=[CH:5][CH:4]=[CH:3][CH:2]=1.Br[C:11]1[CH:16]=[CH:15][C:14]2[NH:17][C:18]3[C:19](=[CH:20][CH:21]=[C:22]4[C:30]=3[NH:29][C:28]3[C:23]4=[CH:24][C:25](Br)=[CH:26][CH:27]=3)[C:13]=2[CH:12]=1.P([O-])([O-])([O-])=O.[K+].[K+].[K+].[C:40]1([CH3:61])[CH:45]=[CH:44][CH:43]=[CH:42][C:41]=1P([C:41]1[CH:42]=[CH:43][CH:44]=[CH:45][C:40]=1[CH3:61])[C:41]1[CH:42]=[CH:43][CH:44]=[CH:45][C:40]=1[CH3:61], predict the reaction product. The product is: [CH:40](=[C:41](/[C:25]1[CH:24]=[C:23]2[C:28]([NH:29][C:30]3[C:22]2=[CH:21][CH:20]=[C:19]2[C:18]=3[NH:17][C:14]3[C:13]2=[CH:12][C:11]([C:1]2[CH:6]=[CH:5][CH:4]=[CH:3][CH:2]=2)=[CH:16][CH:15]=3)=[CH:27][CH:26]=1)\[CH:42]=[CH:43]/[CH:44]=[CH2:45])\[CH3:61]. (6) Given the reactants C(OC(=O)[NH:7][C@@H:8]([CH2:29][CH:30]([CH3:32])[CH3:31])[CH2:9][O:10][C:11]1[CH:12]=[CH:13][C:14]2[C:24]3[C:19](=[C:20]([NH:25][C:26](=[O:28])[CH3:27])[N:21]=[CH:22][CH:23]=3)[CH2:18][O:17][C:15]=2[CH:16]=1)(C)(C)C.C(O)(C(F)(F)F)=O, predict the reaction product. The product is: [NH2:7][C@@H:8]([CH2:29][CH:30]([CH3:32])[CH3:31])[CH2:9][O:10][C:11]1[CH:12]=[CH:13][C:14]2[C:24]3[C:19](=[C:20]([NH:25][C:26](=[O:28])[CH3:27])[N:21]=[CH:22][CH:23]=3)[CH2:18][O:17][C:15]=2[CH:16]=1. (7) Given the reactants [C:1]([O:6]CC[N:9]=C=O)(=[O:5])[C:2]([CH3:4])=[CH2:3].[C:12]([O:15][CH2:16][CH3:17])(=[O:14])C, predict the reaction product. The product is: [C:1]([OH:6])(=[O:5])[C:2]([CH3:4])=[CH2:3].[NH2:9][C:12]([O:15][CH2:16][CH3:17])=[O:14]. (8) Given the reactants I[C:2]1[S:10][C:9]2[C:4](=[N:5][CH:6]=[C:7]([C:24]#[N:25])[C:8]=2[NH:11][C:12]2[CH:17]=[C:16]([O:18][CH3:19])[C:15]([O:20][CH3:21])=[C:14]([O:22][CH3:23])[CH:13]=2)[CH:3]=1.[CH:26]([C:28]1[CH:33]=[CH:32][C:31](B(O)O)=[CH:30][CH:29]=1)=[O:27].O, predict the reaction product. The product is: [CH:26]([C:28]1[CH:33]=[CH:32][C:31]([C:2]2[S:10][C:9]3[C:4](=[N:5][CH:6]=[C:7]([C:24]#[N:25])[C:8]=3[NH:11][C:12]3[CH:17]=[C:16]([O:18][CH3:19])[C:15]([O:20][CH3:21])=[C:14]([O:22][CH3:23])[CH:13]=3)[CH:3]=2)=[CH:30][CH:29]=1)=[O:27]. (9) Given the reactants [F:1][C:2]([F:7])([F:6])[CH2:3][CH:4]=O.[NH:8]1[CH2:11][CH:10]([O:12][C:13]2[CH:18]=[CH:17][C:16]([N:19]3[CH:24]=[CH:23][C:22]4[N:25]=[C:26]([C:28]5[CH:33]=[CH:32][C:31]([Cl:34])=[CH:30][CH:29]=5)[S:27][C:21]=4[C:20]3=[O:35])=[CH:15][C:14]=2[O:36][CH3:37])[CH2:9]1.C(O)(=O)C.C([BH3-])#N.[Na+].C([O-])(O)=O.[Na+].Cl.CCOCC, predict the reaction product. The product is: [ClH:34].[Cl:34][C:31]1[CH:32]=[CH:33][C:28]([C:26]2[S:27][C:21]3[C:20](=[O:35])[N:19]([C:16]4[CH:17]=[CH:18][C:13]([O:12][CH:10]5[CH2:9][N:8]([CH2:4][CH2:3][C:2]([F:7])([F:6])[F:1])[CH2:11]5)=[C:14]([O:36][CH3:37])[CH:15]=4)[CH:24]=[CH:23][C:22]=3[N:25]=2)=[CH:29][CH:30]=1.